Dataset: Forward reaction prediction with 1.9M reactions from USPTO patents (1976-2016). Task: Predict the product of the given reaction. (1) Given the reactants [NH:1]([C:3]1[N:8]=[CH:7][N:6]=[C:5]2[N:9]([C:12]3[CH:17]=[CH:16][CH:15]=[CH:14][CH:13]=3)[N:10]=[CH:11][C:4]=12)[NH2:2].[OH:18][CH2:19][CH2:20][O:21][C:22]1[CH:29]=[CH:28][C:25]([CH:26]=O)=[CH:24][CH:23]=1, predict the reaction product. The product is: [C:12]1([N:9]2[C:5]3=[N:6][CH:7]=[N:8][C:3]([NH:1][N:2]=[CH:26][C:25]4[CH:24]=[CH:23][C:22]([O:21][CH2:20][CH2:19][OH:18])=[CH:29][CH:28]=4)=[C:4]3[CH:11]=[N:10]2)[CH:17]=[CH:16][CH:15]=[CH:14][CH:13]=1. (2) Given the reactants [OH:1][C:2]1[CH:11]=[C:10]([OH:12])[CH:9]=[C:8]2[C:3]=1[C:4](=[O:16])[C:5]([O:14]C)=[C:6]([CH3:13])[O:7]2.B(Br)(Br)Br, predict the reaction product. The product is: [CH3:13][C:6]1[O:7][C:8]2[C:3]([C:4](=[O:16])[C:5]=1[OH:14])=[C:2]([OH:1])[CH:11]=[C:10]([OH:12])[CH:9]=2. (3) Given the reactants Cl[C:2]1[N:3]=[C:4]([NH:21][C:22]2[CH:30]=[CH:29][CH:28]=[C:27]([F:31])[C:23]=2[C:24](N)=[O:25])[C:5]2[CH:10]=[CH:9][N:8]([S:11]([C:14]3[CH:19]=[CH:18][C:17]([CH3:20])=[CH:16][CH:15]=3)(=[O:13])=[O:12])[C:6]=2[N:7]=1.[CH3:32][CH:33]([N:35]1[CH2:40][CH2:39][N:38]([C:41]2[CH:46]=[CH:45][C:44]([NH2:47])=[C:43]([O:48][CH3:49])[CH:42]=2)[CH2:37][CH2:36]1)[CH3:34].[I-].[K+].Cl, predict the reaction product. The product is: [F:31][C:27]1[CH:28]=[CH:29][CH:30]=[C:22]2[C:23]=1[C:24](=[O:25])[N:3]1[C:2]([NH:47][C:44]3[CH:45]=[CH:46][C:41]([N:38]4[CH2:39][CH2:40][N:35]([CH:33]([CH3:32])[CH3:34])[CH2:36][CH2:37]4)=[CH:42][C:43]=3[O:48][CH3:49])=[N:7][C:6]3[N:8]([S:11]([C:14]4[CH:19]=[CH:18][C:17]([CH3:20])=[CH:16][CH:15]=4)(=[O:13])=[O:12])[CH:9]=[CH:10][C:5]=3[C:4]1=[N:21]2.